This data is from Full USPTO retrosynthesis dataset with 1.9M reactions from patents (1976-2016). The task is: Predict the reactants needed to synthesize the given product. The reactants are: [S:1]1[C:5]2[CH:6]=[C:7]([NH:10][C:11]3[CH:21]=[C:20]([NH:22][CH:23]([CH3:25])[CH3:24])[C:14]([C:15]([O:17]CC)=[O:16])=[CH:13][N:12]=3)[CH:8]=[CH:9][C:4]=2[N:3]=[CH:2]1.[OH-].[Li+]. Given the product [S:1]1[C:5]2[CH:6]=[C:7]([NH:10][C:11]3[CH:21]=[C:20]([NH:22][CH:23]([CH3:25])[CH3:24])[C:14]([C:15]([OH:17])=[O:16])=[CH:13][N:12]=3)[CH:8]=[CH:9][C:4]=2[N:3]=[CH:2]1, predict the reactants needed to synthesize it.